Predict the reactants needed to synthesize the given product. From a dataset of Full USPTO retrosynthesis dataset with 1.9M reactions from patents (1976-2016). (1) Given the product [NH2:1][C:2]1[S:3][C:4]([C:24]2[CH:29]=[CH:28][N:27]=[C:26]([NH:32][C:33]3[CH:38]=[CH:37][CH:36]=[C:35]([O:39][CH2:40][CH2:41][N:42]([CH3:44])[CH3:43])[CH:34]=3)[N:25]=2)=[C:5]([C:7]2[CH:8]=[C:9]([CH:21]=[CH:22][CH:23]=2)[C:10]([NH:12][C:13]2[C:18]([F:19])=[CH:17][CH:16]=[CH:15][C:14]=2[F:20])=[O:11])[N:6]=1, predict the reactants needed to synthesize it. The reactants are: [NH2:1][C:2]1[S:3][C:4]([C:24]2[CH:29]=[CH:28][N:27]=[C:26](Cl)[N:25]=2)=[C:5]([C:7]2[CH:8]=[C:9]([CH:21]=[CH:22][CH:23]=2)[C:10]([NH:12][C:13]2[C:18]([F:19])=[CH:17][CH:16]=[CH:15][C:14]=2[F:20])=[O:11])[N:6]=1.[Cl-].[NH2:32][C:33]1[CH:34]=[C:35]([O:39][CH2:40][CH2:41][NH+:42]([CH3:44])[CH3:43])[CH:36]=[CH:37][CH:38]=1. (2) Given the product [Cl:1][C:2]1[N:7]=[CH:6][N:5]=[C:4]([NH:8][C:9]2[CH:14]=[CH:13][CH:12]=[C:11]([N+:28]([O-:30])=[O:29])[CH:10]=2)[N:3]=1, predict the reactants needed to synthesize it. The reactants are: [Cl:1][C:2]1[N:7]=[CH:6][N:5]=[C:4]([NH:8][C:9]2[CH:10]=[C:11](CS(N)(=O)=O)[CH:12]=[CH:13][CH:14]=2)[N:3]=1.ClC1N=C(Cl)N=CN=1.[N+:28](C1C=C(C=CC=1)N)([O-:30])=[O:29]. (3) Given the product [C:1]([NH:4][C:5]([CH2:16][CH2:17][CH2:18][CH:19]([N:20]=[N+:21]=[N-:22])[CH2:26][CH2:27][CH2:28][CH3:29])([C:11]([O:13][CH2:14][CH3:15])=[O:12])[C:6]([O:8][CH2:9][CH3:10])=[O:7])(=[O:3])[CH3:2], predict the reactants needed to synthesize it. The reactants are: [C:1]([NH:4][C:5]([CH2:16][CH2:17][CH2:18][CH2:19][N:20]=[N+:21]=[N-:22])([C:11]([O:13][CH2:14][CH3:15])=[O:12])[C:6]([O:8][CH2:9][CH3:10])=[O:7])(=[O:3])[CH3:2].N([CH2:26][CH2:27][CH2:28][CH2:29][CH2:26][CH2:27][CH2:28][CH2:29]Br)=[N+]=[N-]. (4) Given the product [CH2:27]([O:24][NH:23][C:21]([C:16]1[CH:17]=[N:18][N:19]([CH3:20])[C:15]=1[S:14][CH2:7][C:8]1[CH:9]=[CH:10][CH:11]=[CH:12][CH:13]=1)=[O:22])[CH:26]=[CH2:25], predict the reactants needed to synthesize it. The reactants are: C(=O)([O-])[O-].[K+].[K+].[CH2:7]([S:14][C:15]1[N:19]([CH3:20])[N:18]=[CH:17][C:16]=1[C:21]([NH:23][OH:24])=[O:22])[C:8]1[CH:13]=[CH:12][CH:11]=[CH:10][CH:9]=1.[CH2:25](Br)[CH:26]=[CH2:27].Cl.